This data is from Full USPTO retrosynthesis dataset with 1.9M reactions from patents (1976-2016). The task is: Predict the reactants needed to synthesize the given product. (1) Given the product [CH2:17]([CH:16]([C:15]1[C:10]2[N:11]([C:7]([C:5]3[S:6][C:2]([C:30]4[CH:29]=[CH:28][CH:27]=[C:26]([CH3:25])[N:31]=4)=[CH:3][C:4]=3[CH3:23])=[C:8]([CH3:22])[N:9]=2)[N:12]=[C:13]([CH3:21])[CH:14]=1)[CH2:19][CH3:20])[CH3:18], predict the reactants needed to synthesize it. The reactants are: Br[C:2]1[S:6][C:5]([C:7]2[N:11]3[N:12]=[C:13]([CH3:21])[CH:14]=[C:15]([CH:16]([CH2:19][CH3:20])[CH2:17][CH3:18])[C:10]3=[N:9][C:8]=2[CH3:22])=[C:4]([CH3:23])[CH:3]=1.[Br-].[CH3:25][C:26]1[N:31]=[C:30]([Zn+])[CH:29]=[CH:28][CH:27]=1.C1COCC1. (2) Given the product [NH2:8][C:7]1[C:2]([Cl:1])=[CH:3][C:4]([O:23][CH3:24])=[C:5]([S:19]([N:25]([CH3:35])[C:26]([CH3:28])([C:29]2[CH:34]=[CH:33][CH:32]=[CH:31][CH:30]=2)[CH3:27])(=[O:20])=[O:21])[CH:6]=1, predict the reactants needed to synthesize it. The reactants are: [Cl:1][C:2]1[C:7]([N:8]2C(=O)C3C(=CC=CC=3)C2=O)=[CH:6][C:5]([S:19](Cl)(=[O:21])=[O:20])=[C:4]([O:23][CH3:24])[CH:3]=1.[NH2:25][C:26]([C:29]1[CH:34]=[CH:33][CH:32]=[CH:31][CH:30]=1)([CH3:28])[CH3:27].[CH2:35](N(CC)CC)C.Cl. (3) Given the product [C:1]([O:5][C:6]([NH:8][C@H:9]([CH2:18][CH2:19][CH2:20][CH2:21][NH:22][C:23]([O:25][C:26]([CH3:29])([CH3:28])[CH3:27])=[O:24])[C:10]([NH:12][CH2:13][CH2:14][C:15]([O:17][C:61]1[CH:62]=[CH:63][C:58]2[C:57]3[C:56]([O:65][CH3:66])=[C:55]([O:67][CH3:68])[C:54]([O:69][CH3:70])=[CH:53][C:52]=3[CH2:51][CH2:50][C@H:49]([NH:48][C:46](=[O:47])[CH3:45])[C:59]=2[CH:60]=1)=[O:16])=[O:11])=[O:7])([CH3:4])([CH3:3])[CH3:2], predict the reactants needed to synthesize it. The reactants are: [C:1]([O:5][C:6]([NH:8][C@H:9]([CH2:18][CH2:19][CH2:20][CH2:21][NH:22][C:23]([O:25][C:26]([CH3:29])([CH3:28])[CH3:27])=[O:24])[C:10]([NH:12][CH2:13][CH2:14][C:15]([OH:17])=[O:16])=[O:11])=[O:7])([CH3:4])([CH3:3])[CH3:2].C1CCC(N=C=NC2CCCCC2)CC1.[CH3:45][C:46]([NH:48][CH:49]1[C:59]2[CH:60]=[C:61](O)[CH:62]=[CH:63][C:58]=2[C:57]2[C:52](=[CH:53][C:54]([O:69][CH3:70])=[C:55]([O:67][CH3:68])[C:56]=2[O:65][CH3:66])[CH2:51][CH2:50]1)=[O:47]. (4) Given the product [O:45]=[C:44]([CH3:46])[CH2:43][CH2:42][C:41]([O:26][C@H:13]1[CH2:14][C@H:15]([N:17]2[CH:22]=[C:21]([CH3:23])[C:20](=[O:24])[NH:19][C:18]2=[O:25])[O:16][C@@H:12]1[CH2:11][OH:10])=[O:47], predict the reactants needed to synthesize it. The reactants are: COC1C=CC(C(C2C=CC(OC)=CC=2)(C2C=CC=CC=2)[O:10][CH2:11][C@H:12]2[O:16][C@@H:15]([N:17]3[CH:22]=[C:21]([CH3:23])[C:20](=[O:24])[NH:19][C:18]3=[O:25])[CH2:14][C@@H:13]2[OH:26])=CC=1.[C:41](O)(=[O:47])[CH2:42][CH2:43][C:44]([CH3:46])=[O:45].Cl.C(N=C=NCCCN(C)C)C.C1(C)C=CC(S(O)(=O)=O)=CC=1.P([O-])([O-])([O-])=O. (5) Given the product [C:2]1([C:31]2[CH:36]=[CH:35][CH:34]=[CH:33][CH:32]=2)[CH:7]=[CH:6][CH:5]=[CH:4][C:3]=1[CH2:8][CH2:9][C:10]([N:12]([CH:22]([CH3:24])[CH3:23])[NH:13][C:14](=[O:21])[C:15]1[CH:20]=[CH:19][CH:18]=[CH:17][CH:16]=1)=[O:11], predict the reactants needed to synthesize it. The reactants are: Br[C:2]1[CH:7]=[CH:6][CH:5]=[CH:4][C:3]=1[CH2:8][CH2:9][C:10]([N:12]([CH:22]([CH3:24])[CH3:23])[NH:13][C:14](=[O:21])[C:15]1[CH:20]=[CH:19][CH:18]=[CH:17][CH:16]=1)=[O:11].C([O-])([O-])=O.[Na+].[Na+].[C:31]1(B(O)O)[CH:36]=[CH:35][CH:34]=[CH:33][CH:32]=1. (6) Given the product [NH2:29][CH2:30][C:31]1([S:37][C:2]2[N:10]([CH2:11][CH:12]=[C:13]([CH3:15])[CH3:14])[C:9]3[C:8](=[O:16])[N:7]([CH2:17][C:18](=[O:25])[C:19]4[CH:24]=[CH:23][CH:22]=[CH:21][CH:20]=4)[C:6](=[O:26])[N:5]([CH3:27])[C:4]=3[N:3]=2)[CH2:36][CH2:35][CH2:34][CH2:33][CH2:32]1, predict the reactants needed to synthesize it. The reactants are: Br[C:2]1[N:10]([CH2:11][CH:12]=[C:13]([CH3:15])[CH3:14])[C:9]2[C:8](=[O:16])[N:7]([CH2:17][C:18](=[O:25])[C:19]3[CH:24]=[CH:23][CH:22]=[CH:21][CH:20]=3)[C:6](=[O:26])[N:5]([CH3:27])[C:4]=2[N:3]=1.Cl.[NH2:29][CH2:30][C:31]1([SH:37])[CH2:36][CH2:35][CH2:34][CH2:33][CH2:32]1.C(=O)([O-])[O-].[Cs+].[Cs+].